The task is: Predict the product of the given reaction.. This data is from Forward reaction prediction with 1.9M reactions from USPTO patents (1976-2016). (1) Given the reactants [C:1]1(B(O)O)[CH:6]=[CH:5][CH:4]=[CH:3][CH:2]=1.[CH3:10][O:11][CH2:12][CH2:13][NH2:14], predict the reaction product. The product is: [CH3:10][O:11][CH2:12][CH2:13][NH:14][C:1]1[CH:6]=[CH:5][CH:4]=[CH:3][CH:2]=1. (2) Given the reactants [Br:1][C:2]1[CH:7]=[CH:6][N:5]=[C:4]([CH:8]([OH:10])[CH3:9])[CH:3]=1.[S:11](Cl)([CH3:14])(=[O:13])=[O:12], predict the reaction product. The product is: [CH3:14][S:11]([O:10][CH:8]([C:4]1[CH:3]=[C:2]([Br:1])[CH:7]=[CH:6][N:5]=1)[CH3:9])(=[O:13])=[O:12]. (3) Given the reactants [CH3:1][C@H:2]1[CH2:7][NH:6][CH2:5][C@@H:4]([CH3:8])[NH:3]1.Cl[S:10]([C:13]1[CH:14]=[CH:15][C:16]([O:33][CH2:34][CH3:35])=[C:17]([C:19]2[NH:20][C:21](=[S:32])[C:22]3[N:27]([CH3:28])[N:26]=[C:25]([CH2:29][CH2:30][CH3:31])[C:23]=3[N:24]=2)[CH:18]=1)(=[O:12])=[O:11], predict the reaction product. The product is: [CH2:34]([O:33][C:16]1[CH:15]=[CH:14][C:13]([S:10]([N:6]2[CH2:5][C@H:4]([CH3:8])[NH:3][C@H:2]([CH3:1])[CH2:7]2)(=[O:11])=[O:12])=[CH:18][C:17]=1[C:19]1[NH:20][C:21](=[S:32])[C:22]2[N:27]([CH3:28])[N:26]=[C:25]([CH2:29][CH2:30][CH3:31])[C:23]=2[N:24]=1)[CH3:35]. (4) Given the reactants Br[C:2]1[CH:7]=[N:6][C:5]([O:8][CH2:9][CH2:10][C@H:11]([CH:13]2[CH2:18][CH2:17][N:16]([C:19]3[O:23][N:22]=[C:21]([CH:24]([CH3:26])[CH3:25])[N:20]=3)[CH2:15][CH2:14]2)[CH3:12])=[CH:4][N:3]=1.[C:27]([O:31][C:32](=[O:46])[NH:33][C@@H:34]1[C@@H:38]([N:39]2[CH2:44][CH2:43][CH2:42][CH2:41][C:40]2=[O:45])[CH2:37][NH:36][CH2:35]1)([CH3:30])([CH3:29])[CH3:28].CC(C)([O-])C.[K+].C(N1CCN2CCN(CC(C)C)P1N(CC(C)C)CC2)C(C)C, predict the reaction product. The product is: [C:27]([O:31][C:32](=[O:46])[NH:33][C@@H:34]1[C@@H:38]([N:39]2[CH2:44][CH2:43][CH2:42][CH2:41][C:40]2=[O:45])[CH2:37][N:36]([C:2]2[CH:7]=[N:6][C:5]([O:8][CH2:9][CH2:10][C@H:11]([CH:13]3[CH2:18][CH2:17][N:16]([C:19]4[O:23][N:22]=[C:21]([CH:24]([CH3:26])[CH3:25])[N:20]=4)[CH2:15][CH2:14]3)[CH3:12])=[CH:4][N:3]=2)[CH2:35]1)([CH3:30])([CH3:28])[CH3:29]. (5) Given the reactants [CH3:1][C:2]1[S:23][C:5]2=[N:6][C:7]([CH3:22])=[C:8]([CH2:17][C:18]([O:20]C)=[O:19])[C:9]([C:10]3[CH:15]=[CH:14][C:13]([CH3:16])=[CH:12][CH:11]=3)=[C:4]2[CH:3]=1.[O-2].[Li+].[Li+].Cl, predict the reaction product. The product is: [CH3:1][C:2]1[S:23][C:5]2=[N:6][C:7]([CH3:22])=[C:8]([CH2:17][C:18]([OH:20])=[O:19])[C:9]([C:10]3[CH:11]=[CH:12][C:13]([CH3:16])=[CH:14][CH:15]=3)=[C:4]2[CH:3]=1.